Task: Binary Classification. Given a drug SMILES string, predict its activity (active/inactive) in a high-throughput screening assay against a specified biological target.. Dataset: Cav3 T-type calcium channel HTS with 100,875 compounds (1) The molecule is O=C(Nc1nc(nc(c1C(=O)C)C)c1ccccc1)C(C)C. The result is 0 (inactive). (2) The compound is Clc1ccc(NC(=O)c2nn(CC)cc2)nc1. The result is 0 (inactive).